Dataset: Peptide-MHC class II binding affinity with 134,281 pairs from IEDB. Task: Regression. Given a peptide amino acid sequence and an MHC pseudo amino acid sequence, predict their binding affinity value. This is MHC class II binding data. (1) The MHC is DRB1_1101 with pseudo-sequence DRB1_1101. The binding affinity (normalized) is 0.350. The peptide sequence is CIPSLEAAVKQAYAA. (2) The MHC is DRB1_0401 with pseudo-sequence DRB1_0401. The peptide sequence is FDHEFTFGWDELLSK. The binding affinity (normalized) is 0.0629. (3) The peptide sequence is GQWRGAAGTAAQAAV. The MHC is DRB1_0901 with pseudo-sequence DRB1_0901. The binding affinity (normalized) is 0.671. (4) The peptide sequence is LSPREEPDDIDCWCY. The MHC is DRB3_0301 with pseudo-sequence DRB3_0301. The binding affinity (normalized) is 0.348. (5) The peptide sequence is KGIHTVFGSAFQGLF. The MHC is DRB4_0103 with pseudo-sequence DRB4_0103. The binding affinity (normalized) is 0. (6) The peptide sequence is VLAIVALVVATIIAI. The MHC is HLA-DQA10101-DQB10501 with pseudo-sequence HLA-DQA10101-DQB10501. The binding affinity (normalized) is 0.495. (7) The binding affinity (normalized) is 0.227. The peptide sequence is ELGEWVFSAIKSPQA. The MHC is H-2-IAb with pseudo-sequence H-2-IAb. (8) The peptide sequence is INAIFEENEVDISVV. The MHC is DRB1_1301 with pseudo-sequence DRB1_1301. The binding affinity (normalized) is 0.363.